From a dataset of Full USPTO retrosynthesis dataset with 1.9M reactions from patents (1976-2016). Predict the reactants needed to synthesize the given product. (1) Given the product [CH3:2][O:3][C:4]1[C:14]2[CH2:13][CH2:12][N:11]([C:24](=[O:25])[C:23]([F:34])([F:33])[F:22])[CH2:10][CH2:9][C:8]=2[CH:7]=[CH:6][CH:5]=1, predict the reactants needed to synthesize it. The reactants are: Cl.[CH3:2][O:3][C:4]1[C:14]2[CH2:13][CH2:12][NH:11][CH2:10][CH2:9][C:8]=2[CH:7]=[CH:6][CH:5]=1.C(N(CC)CC)C.[F:22][C:23]([F:34])([F:33])[C:24](O[C:24](=[O:25])[C:23]([F:34])([F:33])[F:22])=[O:25].CO. (2) Given the product [I:8][C:3]1[CH:4]=[C:5]([CH:6]=[CH:7][CH:2]=1)[C:12]([C@@H:14]1[CH2:19][CH2:18][CH2:17][CH2:16][N:15]1[C:20]([O:22][C:23]([CH3:26])([CH3:25])[CH3:24])=[O:21])=[O:13], predict the reactants needed to synthesize it. The reactants are: I[C:2]1[CH:7]=[CH:6][CH:5]=[CH:4][C:3]=1[I:8].CON(C)[C:12]([C@@H:14]1[CH2:19][CH2:18][CH2:17][CH2:16][N:15]1[C:20]([O:22][C:23]([CH3:26])([CH3:25])[CH3:24])=[O:21])=[O:13].